This data is from Catalyst prediction with 721,799 reactions and 888 catalyst types from USPTO. The task is: Predict which catalyst facilitates the given reaction. (1) Reactant: C1N=CN([C:6](N2C=NC=C2)=[O:7])C=1.C([N:20](CC1C=CC=CC=1)[C:21]1[C:26]([NH2:27])=[C:25]([NH:28][CH2:29][C:30]2[CH:31]=[N:32][C:33]([CH3:36])=[CH:34][CH:35]=2)[CH:24]=[C:23]([C:37]2[O:38][CH:39]=[CH:40][N:41]=2)[N:22]=1)C1C=CC=CC=1. Product: [NH2:20][C:21]1[C:26]2[NH:27][C:6](=[O:7])[N:28]([CH2:29][C:30]3[CH:31]=[N:32][C:33]([CH3:36])=[CH:34][CH:35]=3)[C:25]=2[CH:24]=[C:23]([C:37]2[O:38][CH:39]=[CH:40][N:41]=2)[N:22]=1. The catalyst class is: 1. (2) Reactant: Br[CH:2]=[C:3]1[C:9]2[CH:10]=[CH:11][CH:12]=[CH:13][C:8]=2[CH2:7][O:6][C:5]2[CH:14]=[C:15]([Cl:18])[CH:16]=[CH:17][C:4]1=2.CC1(C)C(C)(C)OB([C:27]2[CH:36]=[CH:35][C:30]3[NH:31][C:32](=[O:34])[NH:33][C:29]=3[CH:28]=2)O1.C([O-])([O-])=O.[Na+].[Na+]. Product: [Cl:18][C:15]1[CH:16]=[CH:17][C:4]2[C:3](=[CH:2][C:27]3[CH:36]=[CH:35][C:30]4[NH:31][C:32](=[O:34])[NH:33][C:29]=4[CH:28]=3)[C:9]3[CH:10]=[CH:11][CH:12]=[CH:13][C:8]=3[CH2:7][O:6][C:5]=2[CH:14]=1. The catalyst class is: 203. (3) Reactant: C(OC([NH:8][C:9]1([C:13]([NH:15][C:16]2[CH:21]=[CH:20][C:19](/[CH:22]=[CH:23]/[C:24]([O:26][CH2:27][CH3:28])=[O:25])=[CH:18][CH:17]=2)=[O:14])[CH2:12][CH2:11][CH2:10]1)=O)(C)(C)C.[ClH:29].C(OCC)(=O)C. Product: [ClH:29].[NH2:8][C:9]1([C:13]([NH:15][C:16]2[CH:21]=[CH:20][C:19](/[CH:22]=[CH:23]/[C:24]([O:26][CH2:27][CH3:28])=[O:25])=[CH:18][CH:17]=2)=[O:14])[CH2:12][CH2:11][CH2:10]1. The catalyst class is: 22. (4) Reactant: [CH2:1]([O:4][CH:5]([C:9]1[CH:14]=[CH:13][CH:12]=[CH:11][CH:10]=1)[C:6]([O-])=[O:7])[CH:2]=[CH2:3].ClC1C=C(C=CC=1)C(OO)=[O:20]. Product: [O:20]1[CH2:3][CH:2]1[CH2:1][O:4][CH:5]([C:9]1[CH:14]=[CH:13][CH:12]=[CH:11][CH:10]=1)[CH2:6][OH:7]. The catalyst class is: 2. (5) Reactant: [N:1]1[N:2]([C:6]2[CH:11]=[CH:10][CH:9]=[CH:8][C:7]=2[C:12]([N:14]2[CH2:19][C@H:18]([OH:20])[CH2:17][CH2:16][C@H:15]2[CH3:21])=[O:13])[N:3]=[CH:4][CH:5]=1.[H-].[Na+].F[C:25]1[CH:30]=[C:29]([O:31][CH2:32][C:33]2[CH:38]=[CH:37][C:36]([O:39][CH3:40])=[CH:35][CH:34]=2)[CH:28]=[CH:27][N:26]=1. Product: [N:1]1[N:2]([C:6]2[CH:11]=[CH:10][CH:9]=[CH:8][C:7]=2[C:12]([N:14]2[CH2:19][C@H:18]([O:20][C:25]3[CH:30]=[C:29]([O:31][CH2:32][C:33]4[CH:38]=[CH:37][C:36]([O:39][CH3:40])=[CH:35][CH:34]=4)[CH:28]=[CH:27][N:26]=3)[CH2:17][CH2:16][C@H:15]2[CH3:21])=[O:13])[N:3]=[CH:4][CH:5]=1. The catalyst class is: 3. (6) Reactant: CC1(C)C2C(=C(P(C3C=CC=CC=3)C3C=CC=CC=3)C=CC=2)OC2C(P(C3C=CC=CC=3)C3C=CC=CC=3)=CC=CC1=2.C(=O)([O-])[O-].[Cs+].[Cs+].Cl[C:50]1[CH:51]=[CH:52][C:53]2[CH2:54][N:55]([CH3:67])[CH2:56][C@@H:57]([C:61]3[CH:66]=[CH:65][CH:64]=[CH:63][CH:62]=3)[O:58][C:59]=2[N:60]=1.[CH3:68][O:69][C:70]1[N:75]=[C:74]([NH2:76])[CH:73]=[CH:72][C:71]=1[C:77]1[O:81][C:80]([CH3:82])=[N:79][CH:78]=1. Product: [CH3:68][O:69][C:70]1[N:75]=[C:74]([NH:76][C:50]2[CH:51]=[CH:52][C:53]3[CH2:54][N:55]([CH3:67])[CH2:56][C@@H:57]([C:61]4[CH:66]=[CH:65][CH:64]=[CH:63][CH:62]=4)[O:58][C:59]=3[N:60]=2)[CH:73]=[CH:72][C:71]=1[C:77]1[O:81][C:80]([CH3:82])=[N:79][CH:78]=1. The catalyst class is: 160. (7) Reactant: Cl[CH2:2][C@@H:3]([N:6]1[C:14]2[C:9](=[N:10][C:11]([C:16]3[CH:21]=[CH:20][C:19]([O:22][C:23]([F:26])([F:25])[F:24])=[CH:18][C:17]=3[O:27][CH3:28])=[C:12]([CH3:15])[CH:13]=2)[C:8]([CH3:29])=[CH:7]1)[CH2:4][CH3:5].[NH:30]1[CH2:34][CH2:33][CH2:32][CH2:31]1.O. The catalyst class is: 16. Product: [CH3:28][O:27][C:17]1[CH:18]=[C:19]([O:22][C:23]([F:25])([F:26])[F:24])[CH:20]=[CH:21][C:16]=1[C:11]1[N:10]=[C:9]2[C:8]([CH3:29])=[CH:7][N:6]([C@H:3]([CH2:2][N:30]3[CH2:34][CH2:33][CH2:32][CH2:31]3)[CH2:4][CH3:5])[C:14]2=[CH:13][C:12]=1[CH3:15].